This data is from M1 muscarinic receptor agonist screen with 61,833 compounds. The task is: Binary Classification. Given a drug SMILES string, predict its activity (active/inactive) in a high-throughput screening assay against a specified biological target. (1) The compound is S(=O)(=O)(CCSc1nc(cc(n1)C)C)Cc1ccccc1. The result is 0 (inactive). (2) The drug is S(C=1NC(=O)C(CC)C(=O)N1)CC(=O)Nc1ccc(cc1)C(OC)=O. The result is 0 (inactive). (3) The drug is Clc1ccc(NC(=O)C(OC(=O)c2cc[n+]([O-])cc2)C)nc1. The result is 0 (inactive). (4) The drug is Fc1c(C(=O)N2CC(CCC2)c2onc(n2)c2ccc(cc2)C)ccc(F)c1. The result is 0 (inactive). (5) The compound is O1C(n2c3c(cc2)cc2nc(cc(c2c3)C)C)C(O)C(O)C(O)C1. The result is 1 (active). (6) The molecule is O(C(=O)c1[nH]c(c(c1C)C)C)CC. The result is 0 (inactive). (7) The result is 0 (inactive). The drug is S(CC(=O)N1CCCC1)c1c(C(OCC(=O)N2CCOCC2)=O)cccc1. (8) The molecule is O1CCN(CC1)CCNC(=O)CCCc1ccccc1. The result is 0 (inactive). (9) The drug is S(CC(=O)N1CCCC1)c1oc(nn1)c1cc(OC)cc(OC)c1. The result is 0 (inactive). (10) The result is 0 (inactive). The molecule is O=C(NC1CCN(CC1)CC(=O)Nc1c(cccc1)C(OC)=O)c1c(cccc1)C.